Dataset: Catalyst prediction with 721,799 reactions and 888 catalyst types from USPTO. Task: Predict which catalyst facilitates the given reaction. (1) Reactant: Br[C:2]1[CH:3]=[C:4]([C:16](=[O:18])[CH3:17])[CH:5]=[CH:6][C:7]=1[O:8][CH2:9][C:10]1[CH:15]=[N:14][CH:13]=[CH:12][N:11]=1.CC1(C)C(C)(C)OB([C:27]2[CH:44]=[CH:43][C:30]3[CH2:31][CH2:32][N:33]([C:36]([O:38][C:39]([CH3:42])([CH3:41])[CH3:40])=[O:37])[CH2:34][CH2:35][C:29]=3[CH:28]=2)O1.C(=O)([O-])[O-].[Na+].[Na+]. Product: [C:16]([C:4]1[CH:5]=[CH:6][C:7]([O:8][CH2:9][C:10]2[CH:15]=[N:14][CH:13]=[CH:12][N:11]=2)=[C:2]([C:27]2[CH:44]=[CH:43][C:30]3[CH2:31][CH2:32][N:33]([C:36]([O:38][C:39]([CH3:40])([CH3:41])[CH3:42])=[O:37])[CH2:34][CH2:35][C:29]=3[CH:28]=2)[CH:3]=1)(=[O:18])[CH3:17]. The catalyst class is: 57. (2) Reactant: C(Br)(Br)(Br)Br.C1(P(C2C=CC=CC=2)C2C=CC=CC=2)C=CC=CC=1.O[CH2:26][CH2:27][O:28][C:29]1[CH:30]=[C:31]([NH:50][CH:51]2[CH2:56][CH2:55][N:54]([CH:57]([CH3:59])[CH3:58])[CH2:53][CH2:52]2)[C:32]([C:35]2[NH:44][C:43](=[O:45])[C:42]3[C:37](=[CH:38][C:39]([O:48][CH3:49])=[CH:40][C:41]=3[O:46][CH3:47])[N:36]=2)=[N:33][CH:34]=1.[NH:60]1[CH2:64][CH2:63][CH2:62][CH2:61]1. Product: [CH:57]([N:54]1[CH2:53][CH2:52][CH:51]([NH:50][C:31]2[C:32]([C:35]3[NH:44][C:43](=[O:45])[C:42]4[C:37](=[CH:38][C:39]([O:48][CH3:49])=[CH:40][C:41]=4[O:46][CH3:47])[N:36]=3)=[N:33][CH:34]=[C:29]([O:28][CH2:27][CH2:26][N:60]3[CH2:64][CH2:63][CH2:62][CH2:61]3)[CH:30]=2)[CH2:56][CH2:55]1)([CH3:58])[CH3:59]. The catalyst class is: 526. (3) Reactant: Cl[C:2]1[C:7]([Cl:8])=[CH:6][C:5]([O:9][CH2:10][CH2:11][CH2:12][CH2:13][CH3:14])=[CH:4][N:3]=1.C1(P([C:38]2[CH:43]=CC=CC=2)CCCP(C2C=CC=CC=2)C2C=CC=CC=2)C=CC=CC=1.C(N(CC)CC)C.[C]=[O:52].C[CH2:54][OH:55]. Product: [Cl:8][C:7]1[C:2]([C:54]([O:55][CH2:43][CH3:38])=[O:52])=[N:3][CH:4]=[C:5]([O:9][CH2:10][CH2:11][CH2:12][CH2:13][CH3:14])[CH:6]=1. The catalyst class is: 167. (4) Reactant: [C:1]1(=[O:11])[C:9]2[C:4](=[CH:5][CH:6]=[CH:7][CH:8]=2)[C:3](=[O:10])O1.C(N(C(C)C)C(C)C)C.[Cl:21][C:22]1[CH:23]=[CH:24][CH:25]=[C:26]2[C:31]=1[N:30]=[CH:29][C:28]([CH:32]([NH2:34])[CH3:33])=[C:27]2[C:35]1[CH:40]=[CH:39][CH:38]=[CH:37][N:36]=1. Product: [Cl:21][C:22]1[CH:23]=[CH:24][CH:25]=[C:26]2[C:31]=1[N:30]=[CH:29][C:28]([CH:32]([N:34]1[C:3](=[O:10])[C:4]3[C:9](=[CH:8][CH:7]=[CH:6][CH:5]=3)[C:1]1=[O:11])[CH3:33])=[C:27]2[C:35]1[CH:40]=[CH:39][CH:38]=[CH:37][N:36]=1. The catalyst class is: 308. (5) Reactant: [C:1]1([S:7][C:8]2[CH2:12][CH2:11][O:10][N:9]=2)[CH:6]=[CH:5][CH:4]=[CH:3][CH:2]=1.[OH:13]O.O.C(Cl)Cl. Product: [C:1]1([S:7]([C:8]2[CH2:12][CH2:11][O:10][N:9]=2)=[O:13])[CH:2]=[CH:3][CH:4]=[CH:5][CH:6]=1. The catalyst class is: 361.